The task is: Predict the reaction yield, written as a fraction of the theoretical maximum amount of product (1.0 means a 100% yield; for example, 0.34 means a 34% yield).. This data is from Reaction yield outcomes from USPTO patents with 853,638 reactions. The reactants are C([Li])CCC.[CH2:6]([CH2:8][S:9]([O-:12])(=[O:11])=[O:10])[CH3:7].P(Cl)(O[CH2:19][CH3:20])(OCC)=O.[Br:22][C:23]1[CH:30]=[CH:29]C(C=O)=[CH:25][CH:24]=1. The catalyst is C1COCC1.O. The product is [Br:22][C:23]1[CH:30]=[CH:29][C:7](/[CH:6]=[CH:8]/[S:9]([O:12][CH2:19][CH3:20])(=[O:11])=[O:10])=[CH:25][CH:24]=1. The yield is 0.640.